The task is: Predict which catalyst facilitates the given reaction.. This data is from Catalyst prediction with 721,799 reactions and 888 catalyst types from USPTO. Reactant: [BH4-].[Na+].[C:3]([O:7][C:8]([NH:10][C@@H:11]([CH2:16][CH:17]1[CH2:19][CH2:18]1)[C:12](OC)=[O:13])=[O:9])([CH3:6])([CH3:5])[CH3:4].O. Product: [CH:17]1([CH2:16][C@H:11]([NH:10][C:8](=[O:9])[O:7][C:3]([CH3:5])([CH3:4])[CH3:6])[CH2:12][OH:13])[CH2:19][CH2:18]1. The catalyst class is: 5.